From a dataset of Choline transporter screen with 302,306 compounds. Binary Classification. Given a drug SMILES string, predict its activity (active/inactive) in a high-throughput screening assay against a specified biological target. (1) The drug is OC(Cn1c2c(n(c(=O)n(c2=O)C)C)nc1)CN(c1ccccc1)C. The result is 0 (inactive). (2) The compound is Clc1ccc(n2c(n[nH]c2=S)CN2CCCCC2)cc1. The result is 0 (inactive). (3) The molecule is S(=O)(=O)(N1C(OCC1)CNC(=O)C(=O)NCc1cc2OCOc2cc1)c1cc(OC)c(OC)cc1. The result is 0 (inactive). (4) The molecule is o1c2c(cc1C(=O)Nc1ccc(cc1)C)cccc2. The result is 0 (inactive).